From a dataset of Peptide-MHC class I binding affinity with 185,985 pairs from IEDB/IMGT. Regression. Given a peptide amino acid sequence and an MHC pseudo amino acid sequence, predict their binding affinity value. This is MHC class I binding data. (1) The peptide sequence is VVRVRRELL. The MHC is HLA-A69:01 with pseudo-sequence HLA-A69:01. The binding affinity (normalized) is 0.0847. (2) The peptide sequence is ILMKTANNY. The MHC is HLA-A31:01 with pseudo-sequence HLA-A31:01. The binding affinity (normalized) is 0. (3) The peptide sequence is AESRKLLLI. The MHC is HLA-B44:02 with pseudo-sequence HLA-B44:02. The binding affinity (normalized) is 0.266. (4) The peptide sequence is LTTTFRPL. The MHC is H-2-Db with pseudo-sequence H-2-Db. The binding affinity (normalized) is 0. (5) The peptide sequence is FICNLLLLFV. The MHC is HLA-A68:02 with pseudo-sequence HLA-A68:02. The binding affinity (normalized) is 0.355. (6) The peptide sequence is GLIPQWVTL. The MHC is HLA-B45:06 with pseudo-sequence HLA-B45:06. The binding affinity (normalized) is 0.213.